Dataset: Full USPTO retrosynthesis dataset with 1.9M reactions from patents (1976-2016). Task: Predict the reactants needed to synthesize the given product. (1) Given the product [NH2:20][C:18]1[N:17]=[CH:16][N:15]=[C:14]2[N:13]([CH2:21][C@@H:22]3[CH2:26][CH2:25][CH2:24][N:23]3[C:36](=[O:37])[CH2:35][C:33]#[N:34])[N:12]=[C:11]([C:8]3[CH:9]=[CH:10][C:5]([O:4][C:3]4[CH:28]=[CH:29][CH:30]=[C:31]([F:32])[C:2]=4[F:1])=[CH:6][C:7]=3[F:27])[C:19]=12, predict the reactants needed to synthesize it. The reactants are: [F:1][C:2]1[C:31]([F:32])=[CH:30][CH:29]=[CH:28][C:3]=1[O:4][C:5]1[CH:10]=[CH:9][C:8]([C:11]2[C:19]3[C:14](=[N:15][CH:16]=[N:17][C:18]=3[NH2:20])[N:13]([CH2:21][C@@H:22]3[CH2:26][CH2:25][CH2:24][NH:23]3)[N:12]=2)=[C:7]([F:27])[CH:6]=1.[C:33]([CH2:35][C:36](O)=[O:37])#[N:34]. (2) The reactants are: [CH2:1]([C@@H:8]1[CH2:12][O:11][C:10](=[O:13])[N:9]1[C:14](=[O:42])[C@H:15]([CH2:19][S:20](N1CCN(C2N=CC(C3C=CC(F)=CC=3)=CN=2)CC1)(=[O:22])=[O:21])[CH:16]([CH3:18])[CH3:17])[C:2]1[CH:7]=[CH:6][CH:5]=[CH:4][CH:3]=1.Cl.Cl.[N:45]1([C:51]2[N:56]=[CH:55][C:54]([C:57]3[CH:62]=[CH:61][C:60]([C:63]([F:66])([F:65])[F:64])=[CH:59][CH:58]=3)=[CH:53][N:52]=2)[CH2:50][CH2:49][NH:48][CH2:47][CH2:46]1.C([C@@H]1COC(=O)N1C(=O)[C@H](CS(Cl)(=O)=O)C(C)C)C1C=CC=CC=1. Given the product [CH2:1]([C@@H:8]1[CH2:12][O:11][C:10](=[O:13])[N:9]1[C:14](=[O:42])[C@H:15]([CH2:19][S:20]([N:48]1[CH2:49][CH2:50][N:45]([C:51]2[N:52]=[CH:53][C:54]([C:57]3[CH:58]=[CH:59][C:60]([C:63]([F:64])([F:66])[F:65])=[CH:61][CH:62]=3)=[CH:55][N:56]=2)[CH2:46][CH2:47]1)(=[O:22])=[O:21])[CH:16]([CH3:18])[CH3:17])[C:2]1[CH:7]=[CH:6][CH:5]=[CH:4][CH:3]=1, predict the reactants needed to synthesize it. (3) The reactants are: [CH3:1][CH:2]([CH2:4][CH:5]([N:17]([CH3:19])[CH3:18])[C:6]1([C:10]2[CH:11]=[CH:12][C:13]([Cl:16])=[CH:14][CH:15]=2)[CH2:9][CH2:8][CH2:7]1)[CH3:3].[Br:20]([OH:23])(=[O:22])=[O:21]. Given the product [CH3:3][CH:2]([CH2:4][CH:5]([N:17]([CH3:18])[CH3:19])[C:6]1([C:10]2[CH:11]=[CH:12][C:13]([Cl:16])=[CH:14][CH:15]=2)[CH2:7][CH2:8][CH2:9]1)[CH3:1].[Br:20]([O-:23])(=[O:22])=[O:21], predict the reactants needed to synthesize it.